Dataset: Full USPTO retrosynthesis dataset with 1.9M reactions from patents (1976-2016). Task: Predict the reactants needed to synthesize the given product. (1) Given the product [F:25][C:26]([F:39])([F:38])[S:27]([O:16][C:11]1[C:10]([S:17][CH3:18])=[CH:9][C:8]2[C:13](=[CH:14][CH:15]=[C:6]([CH:2]([CH3:1])[CH2:3][CH2:4][CH3:5])[CH:7]=2)[CH:12]=1)(=[O:29])=[O:28], predict the reactants needed to synthesize it. The reactants are: [CH3:1][CH:2]([C:6]1[CH:7]=[C:8]2[C:13](=[CH:14][CH:15]=1)[CH:12]=[C:11]([OH:16])[C:10]([S:17][CH3:18])=[CH:9]2)[CH2:3][CH2:4][CH3:5].N1C=CC=CC=1.[F:25][C:26]([F:39])([F:38])[S:27](O[S:27]([C:26]([F:39])([F:38])[F:25])(=[O:29])=[O:28])(=[O:29])=[O:28]. (2) Given the product [CH2:1]([C:4]1[C:12]2[O:11][N:10]=[C:9]([C:13]([F:16])([F:15])[F:14])[C:8]=2[CH:7]=[CH:6][C:5]=1[O:17][CH2:18][CH2:19][CH2:20][NH:23][CH3:22])[CH2:2][CH3:3], predict the reactants needed to synthesize it. The reactants are: [CH2:1]([C:4]1[C:12]2[O:11][N:10]=[C:9]([C:13]([F:16])([F:15])[F:14])[C:8]=2[CH:7]=[CH:6][C:5]=1[O:17][CH2:18][CH2:19][CH2:20]Br)[CH2:2][CH3:3].[CH3:22][NH2:23]. (3) Given the product [NH2:20][C:3]1[CH:4]=[C:5]([C:8]([C:10]2[CH:19]=[CH:18][CH:17]=[CH:16][C:11]=2[C:12]([O:14][CH3:15])=[O:13])=[O:9])[CH:6]=[CH:7][C:2]=1[NH2:1], predict the reactants needed to synthesize it. The reactants are: [NH2:1][C:2]1[CH:7]=[CH:6][C:5]([C:8]([C:10]2[CH:19]=[CH:18][CH:17]=[CH:16][C:11]=2[C:12]([O:14][CH3:15])=[O:13])=[O:9])=[CH:4][C:3]=1[N+:20]([O-])=O.O.O.[Sn](Cl)Cl. (4) Given the product [O:18]1[CH2:19][CH2:20][N:15]([C:4]2[N:3]=[C:2]([C:29]3[CH:30]=[N:31][C:32]([NH2:35])=[N:33][CH:34]=3)[C:7]3[CH2:8][C@H:9]4[N:14]([C:6]=3[N:5]=2)[CH2:13][CH2:12][O:11][CH2:10]4)[CH2:16][CH2:17]1, predict the reactants needed to synthesize it. The reactants are: Cl[C:2]1[C:7]2[CH2:8][C@H:9]3[N:14]([C:6]=2[N:5]=[C:4]([N:15]2[CH2:20][CH2:19][O:18][CH2:17][CH2:16]2)[N:3]=1)[CH2:13][CH2:12][O:11][CH2:10]3.CC1(C)C(C)(C)OB([C:29]2[CH:30]=[N:31][C:32]([NH2:35])=[N:33][CH:34]=2)O1.[O-]P([O-])([O-])=O.[K+].[K+].[K+].O1CCOCC1. (5) The reactants are: [Cl:1][C:2]1[CH:20]=[C:19]2[C:5]([C:6](=[O:22])[C:7](=[O:21])[C:8]3[S:18][CH2:17][C:11]4([CH2:16][CH2:15][NH:14][CH2:13][CH2:12]4)[O:10][C:9]=32)=[CH:4][CH:3]=1.[Cl:23][C:24]1[CH:25]=[C:26]([CH:30]=[CH:31][CH:32]=1)[C:27](Cl)=[O:28]. Given the product [Cl:1][C:2]1[CH:20]=[C:19]2[C:5]([C:6](=[O:22])[C:7](=[O:21])[C:8]3[S:18][CH2:17][C:11]4([CH2:16][CH2:15][N:14]([C:27](=[O:28])[C:26]5[CH:30]=[CH:31][CH:32]=[C:24]([Cl:23])[CH:25]=5)[CH2:13][CH2:12]4)[O:10][C:9]=32)=[CH:4][CH:3]=1, predict the reactants needed to synthesize it. (6) Given the product [Br:8][C:9]1[CH:10]=[C:11]([CH:12]=[CH:13][CH:14]=1)[O:15][CH2:5][C:3]([OH:4])([CH2:6][CH3:7])[CH2:1][CH3:2], predict the reactants needed to synthesize it. The reactants are: [CH2:1]([C:3]1([CH2:6][CH3:7])[CH2:5][O:4]1)[CH3:2].[Br:8][C:9]1[CH:10]=[C:11]([OH:15])[CH:12]=[CH:13][CH:14]=1.C(=O)([O-])[O-].[Cs+].[Cs+].